Dataset: Full USPTO retrosynthesis dataset with 1.9M reactions from patents (1976-2016). Task: Predict the reactants needed to synthesize the given product. Given the product [C:13]1([C:11]2[N:10]=[N:9][NH:8][CH:12]=2)[CH:14]=[CH:15][CH:16]=[CH:17][CH:18]=1, predict the reactants needed to synthesize it. The reactants are: [Br-].C1([N+:8]2[NH:9][N:10]=[C:11]([CH2:13][CH2:14][CH2:15][CH2:16][CH2:17][CH2:18]CCCCCCCC)[CH:12]=2)C=CC=CC=1.C(NNC=O)=O.